This data is from Forward reaction prediction with 1.9M reactions from USPTO patents (1976-2016). The task is: Predict the product of the given reaction. (1) Given the reactants C[O:2][C:3]([C:5]1[C:10]([C:11]2[CH:16]=[CH:15][C:14]([CH2:17][N:18]3[CH2:23][C@H:22]([CH3:24])[NH:21][C@H:20]([CH3:25])[CH2:19]3)=[CH:13][CH:12]=2)=[CH:9][CH:8]=[CH:7][N:6]=1)=[O:4].[OH-].[Na+].Cl, predict the reaction product. The product is: [CH3:24][C@H:22]1[NH:21][C@@H:20]([CH3:25])[CH2:19][N:18]([CH2:17][C:14]2[CH:13]=[CH:12][C:11]([C:10]3[C:5]([C:3]([OH:4])=[O:2])=[N:6][CH:7]=[CH:8][CH:9]=3)=[CH:16][CH:15]=2)[CH2:23]1. (2) Given the reactants [C:1]1([O:7][S:8](=[O:11])(=[O:10])[NH2:9])[CH:6]=CC=[CH:3][CH:2]=1.CC1(O)CC1, predict the reaction product. The product is: [CH3:6][C:1]1([O:7][S:8](=[O:11])(=[O:10])[NH2:9])[CH2:3][CH2:2]1.